This data is from Peptide-MHC class I binding affinity with 185,985 pairs from IEDB/IMGT. The task is: Regression. Given a peptide amino acid sequence and an MHC pseudo amino acid sequence, predict their binding affinity value. This is MHC class I binding data. The peptide sequence is VLRGFLIL. The MHC is H-2-Kb with pseudo-sequence H-2-Kb. The binding affinity (normalized) is 0.213.